Predict which catalyst facilitates the given reaction. From a dataset of Catalyst prediction with 721,799 reactions and 888 catalyst types from USPTO. (1) Reactant: [CH2:1]([O:3][CH:4]=[CH:5][C:6](=O)[C:7]([O-])=O)[CH3:2].C([O-])(=O)C.[NH4+:15].O=[C:17]([CH3:24])[CH2:18][C:19]([O:21][CH2:22][CH3:23])=[O:20].[OH2:25]. Product: [CH3:24][C:17]1[N:15]=[C:5]([C:4]([O:3][CH2:1][CH3:2])=[O:25])[CH:6]=[CH:7][C:18]=1[C:19]([O:21][CH2:22][CH3:23])=[O:20]. The catalyst class is: 15. (2) Reactant: [Br:1][C:2]1[CH:3]=[C:4]([S:8][CH2:9][C:10]([C:12]2[CH:17]=[CH:16][CH:15]=[CH:14][CH:13]=2)=O)[CH:5]=[CH:6][CH:7]=1. Product: [Br:1][C:2]1[CH:7]=[CH:6][C:5]2[C:10]([C:12]3[CH:17]=[CH:16][CH:15]=[CH:14][CH:13]=3)=[CH:9][S:8][C:4]=2[CH:3]=1. The catalyst class is: 45. (3) Reactant: C([Li])CCC.Br[C:7]1[S:8][CH:9]=[C:10]([Br:12])[N:11]=1.[O:13]=[C:14]1[CH2:17][N:16]([C:18]([O:20][C:21]([CH3:24])([CH3:23])[CH3:22])=[O:19])[CH2:15]1.[Cl-].[NH4+]. Product: [Br:12][C:10]1[N:11]=[C:7]([C:14]2([OH:13])[CH2:15][N:16]([C:18]([O:20][C:21]([CH3:23])([CH3:22])[CH3:24])=[O:19])[CH2:17]2)[S:8][CH:9]=1. The catalyst class is: 7. (4) Reactant: [CH3:1][CH:2]([C:8](=[O:11])[CH2:9][CH3:10])[C:3]([O:5][CH2:6][CH3:7])=[O:4].[Br:12]Br. Product: [Br:12][CH:9]([CH3:10])[C:8](=[O:11])[CH:2]([CH3:1])[C:3]([O:5][CH2:6][CH3:7])=[O:4]. The catalyst class is: 22. (5) Reactant: Br[CH2:2][CH2:3][CH2:4][CH2:5][CH2:6][CH2:7][CH2:8][CH2:9][CH2:10][CH2:11][CH2:12][CH2:13][Br:14].[C:15]1(=[O:25])[NH:19][C:18](=[O:20])[C:17]2=[CH:21][CH:22]=[CH:23][CH:24]=[C:16]12.[K].CN(C)C=O.O. Product: [Br:14][CH2:13][CH2:12][CH2:11][CH2:10][CH2:9][CH2:8][CH2:7][CH2:6][CH2:5][CH2:4][CH2:3][CH2:2][N:19]1[C:15](=[O:25])[C:16]2[C:17](=[CH:21][CH:22]=[CH:23][CH:24]=2)[C:18]1=[O:20]. The catalyst class is: 4.